Dataset: Peptide-MHC class II binding affinity with 134,281 pairs from IEDB. Task: Regression. Given a peptide amino acid sequence and an MHC pseudo amino acid sequence, predict their binding affinity value. This is MHC class II binding data. (1) The peptide sequence is LSADQISTVQASFDKVK. The MHC is HLA-DPA10201-DPB10101 with pseudo-sequence HLA-DPA10201-DPB10101. The binding affinity (normalized) is 0.452. (2) The peptide sequence is KGGFMYLKELYNNVN. The MHC is DRB1_0101 with pseudo-sequence DRB1_0101. The binding affinity (normalized) is 0.870. (3) The peptide sequence is AFQFYFELLLFDYPT. The MHC is HLA-DQA10501-DQB10301 with pseudo-sequence HLA-DQA10501-DQB10301. The binding affinity (normalized) is 0.195.